From a dataset of Reaction yield outcomes from USPTO patents with 853,638 reactions. Predict the reaction yield, written as a fraction of the theoretical maximum amount of product (1.0 means a 100% yield; for example, 0.34 means a 34% yield). (1) The reactants are C(O[C:9]([N:11]([CH2:13][C:14]1[C:22]2[C:17](=[CH:18][CH:19]=[CH:20][CH:21]=2)[N:16]([CH:23](C)[CH3:24])[CH:15]=1)C)=O)C1C=CC=CC=1.C(OC(N(CC1C2C(=CC=CC=2)N(CC2C=CC=CC=2)C=1)C)=O)C1C=CC=CC=1. No catalyst specified. The product is [CH2:23]([N:16]1[C:17]2[C:22](=[CH:21][CH:20]=[CH:19][CH:18]=2)[C:14]([CH2:13][NH:11][CH3:9])=[CH:15]1)[CH3:24]. The yield is 0.820. (2) The catalyst is O.O1CCCC1.C(O)C. The product is [CH3:1][C@H:2]1[CH2:7][NH:6][C@H:5]([CH3:8])[CH2:4][N:3]1[C:20]([O:22][CH2:23][CH3:24])=[O:21]. The yield is 0.740. The reactants are [CH3:1][C@H:2]1[CH2:7][NH:6][C@H:5]([CH3:8])[CH2:4][NH:3]1.CS(O)(=O)=O.C([O-])(=O)C.[K+].Cl[C:20]([O:22][CH2:23][CH3:24])=[O:21]. (3) The reactants are [F:1][C:2]1[C:3](=[N:17][NH2:18])[N:4]=[C:5]([S:15][CH3:16])[NH:6][C:7]=1[NH:8][CH2:9][C:10]1[S:11][CH:12]=[CH:13][N:14]=1.[CH:19]1([CH2:24][C@H:25]([CH2:29][N:30]([CH:38]=[O:39])[O:31][CH:32]2[CH2:37][CH2:36][CH2:35][CH2:34][O:33]2)[C:26](O)=[O:27])[CH2:23][CH2:22][CH2:21][CH2:20]1.CN1CCOCC1.C1C=NC2N(O)N=NC=2C=1.C(Cl)CCl. The catalyst is CN(C=O)C. The product is [CH:19]1([CH2:24][C@@H:25]([C:26]([NH:18][NH:17][C:3]2[C:2]([F:1])=[C:7]([NH:8][CH2:9][C:10]3[S:11][CH:12]=[CH:13][N:14]=3)[N:6]=[C:5]([S:15][CH3:16])[N:4]=2)=[O:27])[CH2:29][N:30]([O:31][CH:32]2[CH2:37][CH2:36][CH2:35][CH2:34][O:33]2)[CH:38]=[O:39])[CH2:23][CH2:22][CH2:21][CH2:20]1. The yield is 0.570. (4) The reactants are [CH2:1]([N:3]([CH:37]1[CH2:42][CH2:41][O:40][CH2:39][CH2:38]1)[C:4]1[C:5]([CH3:36])=[C:6]([C:23]([NH:25][CH2:26][C:27]2[C:28]([CH3:35])=[N:29][N:30]([CH3:34])[C:31]=2[O:32]C)=[O:24])[CH:7]=[C:8]([C:10]2[CH:15]=[CH:14][C:13]([CH2:16][N:17]3[CH2:22][CH2:21][O:20][CH2:19][CH2:18]3)=[CH:12][CH:11]=2)[CH:9]=1)[CH3:2].[Na+].[I-].C[Si](Cl)(C)C.C(=O)(O)[O-].[Na+]. The yield is 0.256. The product is [CH3:34][N:30]1[C:31](=[O:32])[C:27]([CH2:26][NH:25][C:23]([C:6]2[CH:7]=[C:8]([C:10]3[CH:11]=[CH:12][C:13]([CH2:16][N:17]4[CH2:18][CH2:19][O:20][CH2:21][CH2:22]4)=[CH:14][CH:15]=3)[CH:9]=[C:4]([N:3]([CH2:1][CH3:2])[CH:37]3[CH2:38][CH2:39][O:40][CH2:41][CH2:42]3)[C:5]=2[CH3:36])=[O:24])=[C:28]([CH3:35])[NH:29]1. The catalyst is C(#N)C. (5) The reactants are [O:1]=[C:2]1[CH2:7][CH2:6][CH2:5][N:4]([C:8]([O:10][C:11]([CH3:14])([CH3:13])[CH3:12])=[O:9])[CH2:3]1.C[Si](C)(C)N[Si](C)(C)C.[Li].C([O:27][C:28](=O)[C:29]([F:32])([F:31])[F:30])C. The catalyst is C(COC)OC. The product is [O:1]=[C:2]1[CH:7]([C:28](=[O:27])[C:29]([F:32])([F:31])[F:30])[CH2:6][CH2:5][N:4]([C:8]([O:10][C:11]([CH3:14])([CH3:13])[CH3:12])=[O:9])[CH2:3]1. The yield is 0.810. (6) The reactants are [CH3:1][O:2][C:3](=[O:30])[C@@H:4]([NH:10]C(C1C=CC=CC=1)(C1C=CC=CC=1)C1C=CC=CC=1)[C@H:5]([N:7]=[N+:8]=[N-:9])[CH3:6].C(O)(C(F)(F)F)=O.C(Cl)[Cl:39]. The catalyst is Cl. The product is [ClH:39].[CH3:1][O:2][C:3](=[O:30])[C@@H:4]([NH2:10])[C@H:5]([N:7]=[N+:8]=[N-:9])[CH3:6]. The yield is 0.970. (7) The reactants are FC(F)(F)C(O)=O.[NH2:8][C@@H:9]([CH2:13][C:14]1[CH:19]=[CH:18][C:17]([CH:20]2[S:24](=[O:26])(=[O:25])[NH:23][C:22](=[O:27])[CH2:21]2)=[CH:16][CH:15]=1)[C:10]([OH:12])=[O:11].[OH-].[Na+].Cl[C:31]([O:33][CH2:34][C:35]1[CH:40]=[CH:39][CH:38]=[CH:37][CH:36]=1)=[O:32].Cl. The catalyst is O1CCCC1.O. The product is [CH2:34]([O:33][C:31]([NH:8][C@@H:9]([CH2:13][C:14]1[CH:15]=[CH:16][C:17]([CH:20]2[S:24](=[O:26])(=[O:25])[NH:23][C:22](=[O:27])[CH2:21]2)=[CH:18][CH:19]=1)[C:10]([OH:12])=[O:11])=[O:32])[C:35]1[CH:40]=[CH:39][CH:38]=[CH:37][CH:36]=1. The yield is 0.280. (8) The reactants are [H-].[Na+].[Br:3][C:4]1[C:5]2[CH:13]=[CH:12][N:11]([S:14]([C:17]3[CH:23]=[CH:22][C:20]([CH3:21])=[CH:19][CH:18]=3)(=[O:16])=[O:15])[C:6]=2[C:7](=[O:10])[NH:8][CH:9]=1.I[CH3:25].O. The catalyst is CN(C)C=O. The product is [Br:3][C:4]1[C:5]2[CH:13]=[CH:12][N:11]([S:14]([C:17]3[CH:23]=[CH:22][C:20]([CH3:21])=[CH:19][CH:18]=3)(=[O:16])=[O:15])[C:6]=2[C:7](=[O:10])[N:8]([CH3:25])[CH:9]=1. The yield is 0.960.